From a dataset of Merck oncology drug combination screen with 23,052 pairs across 39 cell lines. Regression. Given two drug SMILES strings and cell line genomic features, predict the synergy score measuring deviation from expected non-interaction effect. (1) Drug 1: CC1CC2C3CCC4=CC(=O)C=CC4(C)C3(F)C(O)CC2(C)C1(O)C(=O)CO. Drug 2: CC1(c2nc3c(C(N)=O)cccc3[nH]2)CCCN1. Cell line: CAOV3. Synergy scores: synergy=-0.872. (2) Drug 2: Cn1c(=O)n(-c2ccc(C(C)(C)C#N)cc2)c2c3cc(-c4cnc5ccccc5c4)ccc3ncc21. Synergy scores: synergy=34.9. Cell line: A2058. Drug 1: CS(=O)(=O)CCNCc1ccc(-c2ccc3ncnc(Nc4ccc(OCc5cccc(F)c5)c(Cl)c4)c3c2)o1. (3) Drug 1: O=c1[nH]cc(F)c(=O)[nH]1. Drug 2: CC(C)CC(NC(=O)C(Cc1ccccc1)NC(=O)c1cnccn1)B(O)O. Cell line: ES2. Synergy scores: synergy=-16.1. (4) Drug 1: C=CCn1c(=O)c2cnc(Nc3ccc(N4CCN(C)CC4)cc3)nc2n1-c1cccc(C(C)(C)O)n1. Drug 2: CCC1(O)C(=O)OCc2c1cc1n(c2=O)Cc2cc3c(CN(C)C)c(O)ccc3nc2-1. Cell line: SKMEL30. Synergy scores: synergy=13.8.